Dataset: Acute oral toxicity (LD50) regression data from Zhu et al.. Task: Regression/Classification. Given a drug SMILES string, predict its toxicity properties. Task type varies by dataset: regression for continuous values (e.g., LD50, hERG inhibition percentage) or binary classification for toxic/non-toxic outcomes (e.g., AMES mutagenicity, cardiotoxicity, hepatotoxicity). Dataset: ld50_zhu. (1) The rat oral LD50 is 2.81, given as -log10 of the dose in mol/kg body weight (higher means more acutely toxic). The molecule is CSC(C)=NOC(=O)N(C)SN(C(C)C)P1(=S)OCCCO1. (2) The molecule is CCC(=O)Nc1ccc2[nH]c(C(F)(F)F)nc2c1. The rat oral LD50 is 4.46, given as -log10 of the dose in mol/kg body weight (higher means more acutely toxic). (3) The drug is O=C(Nc1ccc(Br)cc1)c1cc(Br)cc(Br)c1O. The rat oral LD50 is 3.04, given as -log10 of the dose in mol/kg body weight (higher means more acutely toxic). (4) The drug is Cc1ccc(=O)n(CC(=O)NC(C)Cc2ccccc2)n1. The rat oral LD50 is 2.33, given as -log10 of the dose in mol/kg body weight (higher means more acutely toxic). (5) The drug is C=CCOC(=O)OC(=C)C(=O)OCC=C. The rat oral LD50 is 2.74, given as -log10 of the dose in mol/kg body weight (higher means more acutely toxic). (6) The drug is Cc1ccc(C)cc1. The rat oral LD50 is 1.33, given as -log10 of the dose in mol/kg body weight (higher means more acutely toxic). (7) The drug is NC1=C(Cl)C(=O)c2ccccc2C1=O. The rat oral LD50 is 2.18, given as -log10 of the dose in mol/kg body weight (higher means more acutely toxic). (8) The compound is O=C1N=C2c3ccccc3N=CN2C1=Cc1ccc([N+](=O)[O-])cc1. The rat oral LD50 is 2.39, given as -log10 of the dose in mol/kg body weight (higher means more acutely toxic).